This data is from Forward reaction prediction with 1.9M reactions from USPTO patents (1976-2016). The task is: Predict the product of the given reaction. (1) Given the reactants [F-].[Cs+].Br[C:4]1[CH:5]=[C:6]([C:11]2[O:12][C:13]3[C:18]([N:19]=2)=[CH:17][CH:16]=[CH:15][N:14]=3)[C:7]([NH2:10])=[N:8][CH:9]=1.B([C:23]1[CH:31]=[CH:30][C:26]([C:27]([OH:29])=[O:28])=[CH:25][CH:24]=1)(O)O, predict the reaction product. The product is: [NH2:10][C:7]1[N:8]=[CH:9][C:4]([C:23]2[CH:31]=[CH:30][C:26]([C:27]([OH:29])=[O:28])=[CH:25][CH:24]=2)=[CH:5][C:6]=1[C:11]1[O:12][C:13]2[C:18]([N:19]=1)=[CH:17][CH:16]=[CH:15][N:14]=2. (2) The product is: [CH3:21][N:20]([CH2:19][C:13]1[N:14]([CH3:18])[C:15]2[C:11]([CH:12]=1)=[CH:10][C:9]([O:8][CH2:1][C:2]1[CH:3]=[CH:4][CH:5]=[CH:6][CH:7]=1)=[CH:17][CH:16]=2)[C:50]([C:47]1[CH:48]=[CH:49][C:39]2[NH:38][C@H:37]([CH2:36][OH:35])[C:43](=[O:44])[N:42]([CH3:45])[CH2:41][C:40]=2[CH:46]=1)=[O:51]. Given the reactants [CH2:1]([O:8][C:9]1[CH:10]=[C:11]2[C:15](=[CH:16][CH:17]=1)[N:14]([CH3:18])[C:13]([CH2:19][NH:20][CH3:21])=[CH:12]2)[C:2]1[CH:7]=[CH:6][CH:5]=[CH:4][CH:3]=1.CN1C2C(=CC=CC=2)C=C1CNC.[OH:35][CH2:36][C@@H:37]1[C:43](=[O:44])[N:42]([CH3:45])[CH2:41][C:40]2[CH:46]=[C:47]([C:50](O)=[O:51])[CH:48]=[CH:49][C:39]=2[NH:38]1.C(C[C@@H]1C(=O)N(C)CC2C=C(C(O)=O)C=CC=2N1)(OC)=O, predict the reaction product. (3) Given the reactants [Cl:1][C:2]1[CH:3]=[C:4]([C:12]2[O:16][N:15]=[C:14]([C:17]3[CH:18]=[CH:19][CH:20]=[C:21]4[C:25]=3[NH:24][CH:23]=[CH:22]4)[N:13]=2)[CH:5]=[CH:6][C:7]=1[O:8][CH:9]([CH3:11])[CH3:10].Cl[C:27](=[O:35])[CH2:28][CH2:29][C:30]([O:32][CH2:33][CH3:34])=[O:31], predict the reaction product. The product is: [Cl:1][C:2]1[CH:3]=[C:4]([C:12]2[O:16][N:15]=[C:14]([C:17]3[CH:18]=[CH:19][CH:20]=[C:21]4[C:25]=3[NH:24][CH:23]=[C:22]4[C:27](=[O:35])[CH2:28][CH2:29][C:30]([O:32][CH2:33][CH3:34])=[O:31])[N:13]=2)[CH:5]=[CH:6][C:7]=1[O:8][CH:9]([CH3:10])[CH3:11]. (4) Given the reactants [CH3:1][O:2][C:3]1[CH:4]=[C:5]([CH:8]=[C:9]([O:11][CH3:12])[CH:10]=1)[C:6]#N.[C:13]1([Mg]Cl)[CH:18]=[CH:17][CH:16]=[CH:15][CH:14]=1.C1C[O:24]CC1, predict the reaction product. The product is: [CH3:1][O:2][C:3]1[CH:4]=[C:5]([CH:8]=[C:9]([O:11][CH3:12])[CH:10]=1)[C:6]([C:13]1[CH:18]=[CH:17][CH:16]=[CH:15][CH:14]=1)=[O:24].